This data is from Experimentally validated miRNA-target interactions with 360,000+ pairs, plus equal number of negative samples. The task is: Binary Classification. Given a miRNA mature sequence and a target amino acid sequence, predict their likelihood of interaction. The miRNA is hsa-miR-6874-3p with sequence CAGUUCUGCUGUUCUGACUCUAG. The protein sequence of the target gene is MDFDKKGGKGELEEGRRMSKTGTSRSNHGVRSSGTSSGVLMVGPNFRVGKKIGCGNFGELRLGKNLYTNEYVAIKLEPIKSRAPQLHLEYRFYKQLSTTEGVPQVYYFGPCGKYNAMVLELLGPSLEDLFDLCDRTFTLKTVLMIAIQLITRMEYVHTKSLIYRDVKPENFLVGRPGSKRQHSIHIIDFGLAKEYIDPETKKHIPYREHKSLTGTARYMSINTHLGKEQSRRDDLEALGHMFMYFLRGSLPWQGLKADTLKERYQKIGDTKRATPIEVLCESFPEEMATYLRYVRRLDFF.... Result: 0 (no interaction).